Dataset: Reaction yield outcomes from USPTO patents with 853,638 reactions. Task: Predict the reaction yield, written as a fraction of the theoretical maximum amount of product (1.0 means a 100% yield; for example, 0.34 means a 34% yield). (1) The reactants are C([Cl:4])(=O)C.[N:5]12[CH2:12][CH2:11][CH:8]([CH2:9][CH2:10]1)[C@@H:7]([NH:13][C:14]([CH:16]1[CH2:29][CH2:28][C:19]3([CH2:24][CH2:23][N:22](C([O-])=O)[CH2:21][CH2:20]3)[CH2:18][CH2:17]1)=[O:15])[CH2:6]2. The catalyst is C(O)C. The product is [ClH:4].[N:5]12[CH2:12][CH2:11][CH:8]([CH2:9][CH2:10]1)[C@@H:7]([NH:13][C:14]([CH:16]1[CH2:29][CH2:28][C:19]3([CH2:20][CH2:21][NH:22][CH2:23][CH2:24]3)[CH2:18][CH2:17]1)=[O:15])[CH2:6]2. The yield is 0.860. (2) The reactants are [Cl:1][C:2]1[CH:7]=[CH:6][C:5]([O:8][CH:9]([CH3:11])[CH3:10])=[CH:4][C:3]=1[C:12]1[N:13]=[CH:14][C:15]([NH2:18])=[N:16][CH:17]=1.[CH3:19][C:20]1[C:25]([C:26](O)=[O:27])=[CH:24][N:23]=[CH:22][CH:21]=1.CCCP(=O)=O. The catalyst is CCOC(C)=O. The product is [Cl:1][C:2]1[CH:7]=[CH:6][C:5]([O:8][CH:9]([CH3:11])[CH3:10])=[CH:4][C:3]=1[C:12]1[N:13]=[CH:14][C:15]([NH:18][C:26](=[O:27])[C:25]2[C:20]([CH3:19])=[CH:21][CH:22]=[N:23][CH:24]=2)=[N:16][CH:17]=1. The yield is 0.750. (3) The reactants are [CH3:1][S:2]([NH:5][C:6]1[CH:7]=[C:8]2[C:12](=[CH:13][CH:14]=1)[N:11]([CH2:15][C:16]([O:18][CH3:19])=[O:17])[C:10](=[O:20])[CH2:9]2)(=[O:4])=[O:3].Cl.Cl[CH2:23][CH2:24][N:25]1[CH2:30][CH2:29][O:28][CH2:27][CH2:26]1.C([O-])([O-])=O.[K+].[K+]. The catalyst is CN(C=O)C. The product is [O:28]1[CH2:29][CH2:30][N:25]([CH2:24][CH2:23][N:5]([C:6]2[CH:7]=[C:8]3[C:12](=[CH:13][CH:14]=2)[N:11]([CH2:15][C:16]([O:18][CH3:19])=[O:17])[C:10](=[O:20])[CH2:9]3)[S:2]([CH3:1])(=[O:3])=[O:4])[CH2:26][CH2:27]1. The yield is 0.145. (4) The reactants are C[O:2][C:3]([C:5]1[S:6][C:7]([C:30]#[C:31][C:32]([CH3:35])([CH3:34])[CH3:33])=[CH:8][C:9]=1[N:10]([C@H:20]1[CH2:25][CH2:24][C@H:23]([O:26][CH2:27][CH:28]=[CH2:29])[CH2:22][CH2:21]1)[C:11]([C@H:13]1[CH2:18][CH2:17][C@H:16]([CH3:19])[CH2:15][CH2:14]1)=[O:12])=[O:4].C1COCC1.O.O.[OH-].[Li+]. The catalyst is CO. The product is [CH2:27]([O:26][C@H:23]1[CH2:22][CH2:21][C@H:20]([N:10]([C:11]([C@H:13]2[CH2:18][CH2:17][C@H:16]([CH3:19])[CH2:15][CH2:14]2)=[O:12])[C:9]2[CH:8]=[C:7]([C:30]#[C:31][C:32]([CH3:35])([CH3:34])[CH3:33])[S:6][C:5]=2[C:3]([OH:4])=[O:2])[CH2:25][CH2:24]1)[CH:28]=[CH2:29]. The yield is 0.980. (5) The reactants are O[C:2]1[C:11]2[CH2:10][C:9]([CH3:13])([CH3:12])[CH2:8][CH2:7][C:6]=2[N:5]=[C:4]([C@H:14]2[CH2:18][CH2:17][CH2:16][N:15]2[C:19]([O:21][CH2:22][C:23]2[CH:28]=[CH:27][CH:26]=[CH:25][CH:24]=2)=[O:20])[N:3]=1.P(Cl)(Cl)([Cl:31])=O. The catalyst is C(Cl)(Cl)Cl. The product is [Cl:31][C:2]1[C:11]2[CH2:10][C:9]([CH3:13])([CH3:12])[CH2:8][CH2:7][C:6]=2[N:5]=[C:4]([C@H:14]2[CH2:18][CH2:17][CH2:16][N:15]2[C:19]([O:21][CH2:22][C:23]2[CH:28]=[CH:27][CH:26]=[CH:25][CH:24]=2)=[O:20])[N:3]=1. The yield is 0.740.